The task is: Predict the product of the given reaction.. This data is from Forward reaction prediction with 1.9M reactions from USPTO patents (1976-2016). (1) Given the reactants [F:1][C:2]1[CH:7]=[CH:6][C:5]([C:8](=[O:10])[CH3:9])=[CH:4][CH:3]=1.[Li+].CC([N-]C(C)C)C.[C:19]([O:23][C:24]([N:26]1[CH2:31][CH2:30][CH:29]([C:32](O)=[O:33])[CH2:28][CH2:27]1)=[O:25])([CH3:22])([CH3:21])[CH3:20].C1N=CN(C(N2C=NC=C2)=O)C=1, predict the reaction product. The product is: [F:1][C:2]1[CH:7]=[CH:6][C:5]([C:8](=[O:10])[CH2:9][C:32]([CH:29]2[CH2:30][CH2:31][N:26]([C:24]([O:23][C:19]([CH3:22])([CH3:21])[CH3:20])=[O:25])[CH2:27][CH2:28]2)=[O:33])=[CH:4][CH:3]=1. (2) Given the reactants [CH3:1][O:2][CH2:3][CH2:4][O:5][C:6]1[CH:7]=[C:8]2[C:12](=[C:13]([N:15]([CH3:25])[S:16]([C:19]3[CH:24]=[CH:23][CH:22]=[CH:21][N:20]=3)(=[O:18])=[O:17])[CH:14]=1)[NH:11][C:10]([C:26]1[S:27][C:28]([CH3:38])([CH2:31][N:32]3[CH2:37][CH2:36][S:35][CH2:34][CH2:33]3)[CH2:29][N:30]=1)=[CH:9]2.[O:39]1CCCC1.OOS([O-])=O.[K+].S([O-])([O-])=O.[Na+].[Na+], predict the reaction product. The product is: [CH3:1][O:2][CH2:3][CH2:4][O:5][C:6]1[CH:7]=[C:8]2[C:12](=[C:13]([N:15]([CH3:25])[S:16]([C:19]3[CH:24]=[CH:23][CH:22]=[CH:21][N:20]=3)(=[O:18])=[O:17])[CH:14]=1)[NH:11][C:10]([C:26]1[S:27][C:28]([CH3:38])([CH2:31][N:32]3[CH2:37][CH2:36][S:35](=[O:39])[CH2:34][CH2:33]3)[CH2:29][N:30]=1)=[CH:9]2. (3) Given the reactants [NH2:1][CH2:2][CH2:3][CH2:4][N:5]1[CH2:10][CH2:9][N:8]([CH3:11])[CH2:7][CH2:6]1.CCN(CC)CC.C(O[C:24]([N:26]1[CH2:31][CH2:30][CH:29]([C:32]2[C:41]3[C:36](=[CH:37][C:38](F)=[CH:39][CH:40]=3)[N:35]=[CH:34][N:33]=2)[CH2:28][CH2:27]1)=[O:25])(C)(C)C.[N+](C1C=CC(OC(=O)[NH:54][C:55]2[CH:60]=[CH:59][C:58]([O:61][CH:62]([CH3:64])[CH3:63])=[CH:57][CH:56]=2)=CC=1)([O-])=O, predict the reaction product. The product is: [CH:62]([O:61][C:58]1[CH:59]=[CH:60][C:55]([NH:54][C:24]([N:26]2[CH2:27][CH2:28][CH:29]([C:32]3[C:41]4[C:36](=[CH:37][C:38]([NH:1][CH2:2][CH2:3][CH2:4][N:5]5[CH2:6][CH2:7][N:8]([CH3:11])[CH2:9][CH2:10]5)=[CH:39][CH:40]=4)[N:35]=[CH:34][N:33]=3)[CH2:30][CH2:31]2)=[O:25])=[CH:56][CH:57]=1)([CH3:64])[CH3:63]. (4) Given the reactants Cl[C:2]1[C:11]2[C:6](=[CH:7][CH:8]=[CH:9][CH:10]=2)[CH:5]=[C:4]([NH:12][C:13]2[CH:17]=[C:16]([CH3:18])[NH:15][N:14]=2)[N:3]=1.[S:19]1[CH:23]=[CH:22][C:21](B(O)O)=[CH:20]1, predict the reaction product. The product is: [CH3:18][C:16]1[NH:15][N:14]=[C:13]([NH:12][C:4]2[N:3]=[C:2]([C:21]3[CH:22]=[CH:23][S:19][CH:20]=3)[C:11]3[C:6]([CH:5]=2)=[CH:7][CH:8]=[CH:9][CH:10]=3)[CH:17]=1. (5) Given the reactants [OH:1][C:2]1[CH:9]=[CH:8][C:5]([CH:6]=[O:7])=[CH:4][C:3]=1[N+:10]([O-:12])=[O:11].Br[CH2:14][C:15]([O:17][CH2:18][CH3:19])=[O:16].C(=O)([O-])[O-].[K+].[K+], predict the reaction product. The product is: [CH2:18]([O:17][C:15](=[O:16])[CH2:14][O:1][C:2]1[CH:9]=[CH:8][C:5]([CH:6]=[O:7])=[CH:4][C:3]=1[N+:10]([O-:12])=[O:11])[CH3:19].